From a dataset of Forward reaction prediction with 1.9M reactions from USPTO patents (1976-2016). Predict the product of the given reaction. (1) Given the reactants [CH3:1][C:2]1[C:6]2[C:7](=[O:19])[N:8]([CH2:11][CH2:12][N:13]3[CH2:18][CH2:17][CH2:16][CH2:15][CH2:14]3)[CH2:9][CH2:10][C:5]=2[NH:4][C:3]=1[CH:20]=O.[F:22][C:23]1[C:28]([F:29])=[CH:27][CH:26]=[CH:25][C:24]=1[C:30]1[CH:38]=[CH:37][CH:36]=[C:35]2[C:31]=1[CH2:32][C:33](=[O:39])[NH:34]2, predict the reaction product. The product is: [F:22][C:23]1[C:28]([F:29])=[CH:27][CH:26]=[CH:25][C:24]=1[C:30]1[CH:38]=[CH:37][CH:36]=[C:35]2[C:31]=1[C:32](=[CH:20][C:3]1[NH:4][C:5]3[CH2:10][CH2:9][N:8]([CH2:11][CH2:12][N:13]4[CH2:14][CH2:15][CH2:16][CH2:17][CH2:18]4)[C:7](=[O:19])[C:6]=3[C:2]=1[CH3:1])[C:33](=[O:39])[NH:34]2. (2) Given the reactants [Cl:1][C:2]1[N:7]=[CH:6][C:5]2[C:8](=[O:18])[NH:9][N:10]([C:11]([O:13][C:14]([CH3:17])([CH3:16])[CH3:15])=[O:12])[C:4]=2[CH:3]=1.I[CH2:20][CH3:21].C(=O)([O-])[O-].[Cs+].[Cs+].O, predict the reaction product. The product is: [Cl:1][C:2]1[N:7]=[CH:6][C:5]2[C:8]([O:18][CH2:20][CH3:21])=[N:9][N:10]([C:11]([O:13][C:14]([CH3:15])([CH3:17])[CH3:16])=[O:12])[C:4]=2[CH:3]=1. (3) Given the reactants [CH3:1][C:2]1[CH:3]=[CH:4][C:5]([N+:11]([O-:13])=[O:12])=[C:6]([C:8](=[O:10])[CH3:9])[CH:7]=1.[Br:14]N1C(=O)CCC1=O.C(OOC(=O)C1C=CC=CC=1)(=O)C1C=CC=CC=1, predict the reaction product. The product is: [Br:14][CH2:1][C:2]1[CH:3]=[CH:4][C:5]([N+:11]([O-:13])=[O:12])=[C:6]([C:8](=[O:10])[CH3:9])[CH:7]=1. (4) Given the reactants [Br:1][C:2]1[CH:3]=[C:4]([CH:11]=[CH:12][CH:13]=1)[C:5](N(OC)C)=[O:6].[C:14]1([CH3:22])[CH:19]=[CH:18][CH:17]=[C:16]([Mg]Br)[CH:15]=1, predict the reaction product. The product is: [Br:1][C:2]1[CH:3]=[C:4]([C:5]([C:16]2[CH:17]=[CH:18][CH:19]=[C:14]([CH3:22])[CH:15]=2)=[O:6])[CH:11]=[CH:12][CH:13]=1. (5) The product is: [Cl:12][CH2:13][C:14]1[NH:15][C:1](=[O:10])[C:2]2[C:3](=[CH:5][CH:6]=[CH:7][CH:8]=2)[N:4]=1. Given the reactants [C:1]([O:10]C)(=O)[C:2]1[C:3](=[CH:5][CH:6]=[CH:7][CH:8]=1)[NH2:4].[Cl:12][CH2:13][C:14]#[N:15].Cl.C([O-])(O)=O.[Na+], predict the reaction product. (6) The product is: [CH2:12]([O:14][C:15](=[O:27])[CH:16]=[CH:17][C:18]1[CH:19]=[CH:20][C:21]([NH2:24])=[CH:22][CH:23]=1)[CH3:13]. Given the reactants [N+](C1C=CC(C=O)=CC=1)([O-])=O.[CH2:12]([O:14][C:15](=[O:27])[CH:16]=[CH:17][C:18]1[CH:23]=[CH:22][C:21]([N+:24]([O-])=O)=[CH:20][CH:19]=1)[CH3:13], predict the reaction product. (7) Given the reactants [Cl:1][C:2]1[CH:3]=[CH:4][C:5]2[N:6]([C:8]([C:11]3[O:19][C:18]4[CH:17]=[CH:16][N:15]=[C:14]([O:20]C(C)C)[C:13]=4[CH:12]=3)=[CH:9][N:10]=2)[N:7]=1.BrC1N2N=[C:31](Cl)[CH:32]=[CH:33][C:28]2=NC=1, predict the reaction product. The product is: [Cl:1][C:2]1[CH:3]=[CH:4][C:5]2[N:6]([C:8]([C:11]3[O:19][C:18]4[CH:17]=[CH:16][N:15]=[C:14]([O:20][CH2:31][CH:32]5[CH2:28][CH2:33]5)[C:13]=4[CH:12]=3)=[CH:9][N:10]=2)[N:7]=1. (8) The product is: [C:16]([O:8][C:4]1[CH:5]=[CH:6][CH:7]=[C:2]([Cl:1])[CH:3]=1)(=[O:18])[CH3:17]. Given the reactants [Cl:1][C:2]1[CH:3]=[C:4]([OH:8])[CH:5]=[CH:6][CH:7]=1.C(N(CC)CC)C.[C:16](OC(=O)C)(=[O:18])[CH3:17], predict the reaction product. (9) Given the reactants Br[C:2]1[CH:3]=[C:4]([CH:14]=[O:15])[O:5][C:6]=1[C:7]1[CH:12]=[CH:11][CH:10]=[CH:9][C:8]=1[F:13].[C:16]1([SH:22])[CH:21]=[CH:20][CH:19]=[CH:18][CH:17]=1.C(=O)([O-])[O-].[K+].[K+].O, predict the reaction product. The product is: [F:13][C:8]1[CH:9]=[CH:10][CH:11]=[CH:12][C:7]=1[C:6]1[O:5][C:4]([CH:14]=[O:15])=[CH:3][C:2]=1[S:22][C:16]1[CH:21]=[CH:20][CH:19]=[CH:18][CH:17]=1. (10) Given the reactants [F:1][C:2]1[C:7]([CH3:8])=[CH:6][N:5]=[C:4]2[NH:9][CH:10]=[C:11]([NH2:12])[C:3]=12.[CH3:13]CN(C(C)C)C(C)C.N1[CH:27]=[CH:26][C:25]([CH2:28][N:29]2[CH:33]=[C:32]([C:34]([OH:36])=O)[CH:31]=[N:30]2)=[CH:24][CH:23]=1.CN(C(ON1N=NC2C=CC=NC1=2)=[N+](C)C)C.F[P-](F)(F)(F)(F)F, predict the reaction product. The product is: [F:1][C:2]1[C:7]([CH3:8])=[CH:6][N:5]=[C:4]2[NH:9][CH:10]=[C:11]([NH:12][C:34]([C:32]3[CH:31]=[N:30][N:29]([CH2:28][C:25]4[CH:24]=[CH:23][CH:13]=[CH:27][CH:26]=4)[CH:33]=3)=[O:36])[C:3]=12.